From a dataset of Forward reaction prediction with 1.9M reactions from USPTO patents (1976-2016). Predict the product of the given reaction. (1) Given the reactants [F:1][C:2]1[CH:3]=[C:4]([N:9]2[C:14](=[O:15])[C:13]([O:16][CH2:17][CH2:18][O:19][CH:20]([CH3:22])[CH3:21])=[C:12]([C:23]3[CH:28]=[CH:27][C:26]([S:29](C)(=[O:31])=[O:30])=[CH:25][CH:24]=3)[CH:11]=[N:10]2)[CH:5]=[CH:6][C:7]=1[F:8].[NH3:33], predict the reaction product. The product is: [F:1][C:2]1[CH:3]=[C:4]([N:9]2[C:14](=[O:15])[C:13]([O:16][CH2:17][CH2:18][O:19][CH:20]([CH3:22])[CH3:21])=[C:12]([C:23]3[CH:28]=[CH:27][C:26]([S:29]([NH2:33])(=[O:31])=[O:30])=[CH:25][CH:24]=3)[CH:11]=[N:10]2)[CH:5]=[CH:6][C:7]=1[F:8]. (2) Given the reactants [CH:1]12[CH2:10][CH:5]3[CH2:6][CH:7]([CH2:9][CH:3]([CH2:4]3)[CH:2]1[N:11]1[C:14](=[O:15])[C:13]([CH3:17])([CH3:16])[NH:12]1)[CH2:8]2.[Br:18][C:19]1[CH:20]=[C:21]([CH:24]=[CH:25][CH:26]=1)[CH2:22]Br, predict the reaction product. The product is: [Br:18][C:19]1[CH:20]=[C:21]([CH:24]=[CH:25][CH:26]=1)[CH2:22][N:12]1[C:13]([CH3:17])([CH3:16])[C:14](=[O:15])[N:11]1[CH:2]1[CH:3]2[CH2:4][CH:5]3[CH2:6][CH:7]([CH2:8][CH:1]1[CH2:10]3)[CH2:9]2. (3) The product is: [CH:6]1([CH2:5][CH:4]([C:11]2[CH:16]=[CH:15][C:14]([S:17]([CH3:20])(=[O:19])=[O:18])=[C:13]([C:21]([F:24])([F:22])[F:23])[CH:12]=2)[C:3]([OH:25])=[O:2])[CH2:10][CH2:9][CH2:8][CH2:7]1. Given the reactants C[O:2][C:3](=[O:25])[CH:4]([C:11]1[CH:16]=[CH:15][C:14]([S:17]([CH3:20])(=[O:19])=[O:18])=[C:13]([C:21]([F:24])([F:23])[F:22])[CH:12]=1)[CH2:5][CH:6]1[CH2:10][CH2:9][CH2:8][CH2:7]1.[OH-].[Li+], predict the reaction product. (4) Given the reactants [NH2:1][C:2]1[C:3]([C:7]2[NH:23][C:10]3=[CH:11][C:12]4[C:13]([CH3:22])([CH3:21])[C:14](=[O:20])[N:15]([CH2:18][CH3:19])[C:16]=4[CH:17]=[C:9]3[N:8]=2)=[N:4][NH:5][CH:6]=1.[CH:24](=O)[CH3:25], predict the reaction product. The product is: [CH2:18]([N:15]1[C:16]2[CH:17]=[C:9]3[N:8]=[C:7]([C:3]4[C:2]([NH:1][CH2:24][CH3:25])=[CH:6][NH:5][N:4]=4)[NH:23][C:10]3=[CH:11][C:12]=2[C:13]([CH3:22])([CH3:21])[C:14]1=[O:20])[CH3:19].